Task: Binary Classification. Given a miRNA mature sequence and a target amino acid sequence, predict their likelihood of interaction.. Dataset: Experimentally validated miRNA-target interactions with 360,000+ pairs, plus equal number of negative samples (1) The miRNA is hsa-miR-7847-3p with sequence CGUGGAGGACGAGGAGGAGGC. The protein sequence of the target gene is MLARAERPRPGPRPPPVSLFPPPSSLLLLLLAMLSAPVCGRVPRSVPRTSLPISEADSYLTRFAAPHTYNYSALLVDPASHTLYVGARDSIFALTLPFSGEKPRRIDWMVPETHRQNCRKKGKKEDECHNFIQILAIANASHLLTCGTFAFDPKCGVIDVSSFQQVERLESGRGKCPFEPAQRSAAVMAGGVLYTATVKNFLGTEPIISRAVGRAEDWIRTETLSSWLNAPAFVAAMVLSPAEWGDEDGDDEIFFFFTETSRVLDSYERIKVPRVARVCAGDLGGRKTLQQRWTTFLKAD.... Result: 0 (no interaction). (2) The miRNA is hsa-miR-524-5p with sequence CUACAAAGGGAAGCACUUUCUC. The protein sequence of the target gene is MWMTPKRSKMEVDEALVFRPEWTQRYLVVEPPEGDGALCLVCRRLIVATRERDVRRHYEAEHEYYERYVADGERAALVERLRQGDLPVASFTPEERAARAGLGLCRLLALKGRGWGEGDFVYQCMEVLLREVLPEHVSVLQGVDLSPDITRQRILSIDRNLRNQLFNRARDFKAYSLALDDQAFVAYENYLLVFIRGVGPELEVQEDLLTIINLTHHFSVGALMSAILESLQTAGLSLQRMVGLTTTHTLRMIGENSGLVSYMREKAVSPNCWNVIHYSGFLHLELLSSYDVDVNQIINT.... Result: 1 (interaction). (3) The miRNA is hsa-miR-7162-3p with sequence UCUGAGGUGGAACAGCAGC. The protein sequence of the target gene is MLSPNDKMLGKLDPFYQPSVSKQKTSAEIISEARNALRTVRTQRPFTPQEAQRKLFGPASSRTSENRPPSSFSLHASSFESSDSRPISGTRLSPLELKPKVPASPTREEDSCFSFPKPPVDPAKIRRVSNARARLFRAASQRALLPDRSLPPSDSKKTVESKETVMMGDSMVKINGIYLTKSNAICHLKSHPLQLTDDGGFSEIKEQEMFKGTTSLPSHLKNGGDQGKRHARASSCPSSSDLSRLQTKAVPKADLQEEDAEIEVDEVFWNTRIVPILRELEKEENIETVCAACTQLHHAL.... Result: 0 (no interaction). (4) Result: 1 (interaction). The protein sequence of the target gene is MKLLTHNLLSSHVRGVGSRGFPLRLQATEVRICPVEFNPNFVARMIPKVEWSAFLEAADNLRLIQVPKGPVEGYEENEEFLRTMHHLLLEVEVIEGTLQCPESGRMFPISRGIPNMLLSEEETES. The miRNA is hsa-miR-665 with sequence ACCAGGAGGCUGAGGCCCCU.